From a dataset of Forward reaction prediction with 1.9M reactions from USPTO patents (1976-2016). Predict the product of the given reaction. (1) Given the reactants Cl.C([O:4][C:5]([C:7]1[CH:8]=[CH:9][C:10]2[N:11]([C:13]([CH2:16][C:17]3[C:18]([F:28])=[C:19]4[C:24](=[CH:25][C:26]=3[F:27])[N:23]=[CH:22][CH:21]=[CH:20]4)=[N:14][N:15]=2)[N:12]=1)=[CH2:6])C, predict the reaction product. The product is: [F:28][C:18]1[C:17]([CH2:16][C:13]2[N:11]3[N:12]=[C:7]([C:5](=[O:4])[CH3:6])[CH:8]=[CH:9][C:10]3=[N:15][N:14]=2)=[C:26]([F:27])[CH:25]=[C:24]2[C:19]=1[CH:20]=[CH:21][CH:22]=[N:23]2. (2) Given the reactants [Cl:1][C:2]1[CH:7]=[CH:6][CH:5]=[C:4]([Cl:8])[C:3]=1[C:9]1[NH:13][N:12]=[N:11][N:10]=1.[CH2:14](Br)[C:15]1[CH:20]=[CH:19][CH:18]=[CH:17][CH:16]=1.BrCC1C=CC=CC=1C, predict the reaction product. The product is: [CH2:14]([N:10]1[C:9]([C:3]2[C:2]([Cl:1])=[CH:7][CH:6]=[CH:5][C:4]=2[Cl:8])=[N:13][N:12]=[N:11]1)[C:15]1[CH:20]=[CH:19][CH:18]=[CH:17][CH:16]=1.